Dataset: Forward reaction prediction with 1.9M reactions from USPTO patents (1976-2016). Task: Predict the product of the given reaction. Given the reactants [CH:1]([O:4][C:5]([N:7]1[CH:12]([CH2:13][CH3:14])[CH2:11][CH:10]([NH:15][CH2:16][C:17]2[CH:22]=[C:21]([C:23]([F:26])([F:25])[F:24])[CH:20]=[C:19]([C:27]([F:30])([F:29])[F:28])[CH:18]=2)[CH2:9][CH:8]1[CH2:31][CH3:32])=[O:6])([CH3:3])[CH3:2].C(=O)([O-])[O-].[Na+].[Na+].[N:39]#[C:40]Br, predict the reaction product. The product is: [CH:1]([O:4][C:5]([N:7]1[CH:12]([CH2:13][CH3:14])[CH2:11][CH:10]([N:15]([CH2:16][C:17]2[CH:22]=[C:21]([C:23]([F:26])([F:24])[F:25])[CH:20]=[C:19]([C:27]([F:30])([F:28])[F:29])[CH:18]=2)[C:40]#[N:39])[CH2:9][CH:8]1[CH2:31][CH3:32])=[O:6])([CH3:3])[CH3:2].